This data is from Forward reaction prediction with 1.9M reactions from USPTO patents (1976-2016). The task is: Predict the product of the given reaction. (1) Given the reactants C[O:2][C:3](=[O:32])[CH2:4][C:5]1[CH:10]=[C:9]([S:11]([C:14]2[S:15][CH:16]=[C:17]([C:19]3[CH:24]=[CH:23][C:22]([C:25]([F:28])([F:27])[F:26])=[CH:21][CH:20]=3)[CH:18]=2)(=[O:13])=[O:12])[CH:8]=[C:7]([O:29][CH2:30][CH3:31])[CH:6]=1.C(OCC)(=O)C.CCCCCC.Cl, predict the reaction product. The product is: [CH2:30]([O:29][C:7]1[CH:6]=[C:5]([CH2:4][C:3]([OH:32])=[O:2])[CH:10]=[C:9]([S:11]([C:14]2[S:15][CH:16]=[C:17]([C:19]3[CH:20]=[CH:21][C:22]([C:25]([F:26])([F:27])[F:28])=[CH:23][CH:24]=3)[CH:18]=2)(=[O:13])=[O:12])[CH:8]=1)[CH3:31]. (2) Given the reactants Br[CH:2]1[CH2:5][CH2:4][CH2:3]1.[CH3:6][O:7][C:8]1[CH:9]=[C:10]([C:16]2[N:21]=[C:20]([O:22][C@@H:23]([C@H:25]3[CH2:29][NH:28][C:27](=[O:30])[CH2:26]3)[CH3:24])[C:19]3[NH:31][CH:32]=[N:33][C:18]=3[CH:17]=2)[CH:11]=[CH:12][C:13]=1[O:14][CH3:15].C(=O)([O-])[O-].[Cs+].[Cs+], predict the reaction product. The product is: [CH:2]1([N:31]2[C:19]3[C:20]([O:22][C@@H:23]([C@H:25]4[CH2:29][NH:28][C:27](=[O:30])[CH2:26]4)[CH3:24])=[N:21][C:16]([C:10]4[CH:11]=[CH:12][C:13]([O:14][CH3:15])=[C:8]([O:7][CH3:6])[CH:9]=4)=[CH:17][C:18]=3[N:33]=[CH:32]2)[CH2:5][CH2:4][CH2:3]1. (3) Given the reactants [NH:1]1[CH2:6][CH2:5][CH2:4][CH:3]([OH:7])[CH2:2]1.[OH-].C([N+](CCCC)(CCCC)CCCC)CCC.Br[CH2:27][CH:28]([C:30]1[CH:35]=[CH:34][C:33]([C:36]2[N:40]=[C:39]([C:41]3[C:45]([CH2:46][CH2:47][CH3:48])=[C:44]([C:49]4[CH:54]=[CH:53][CH:52]=[CH:51][CH:50]=4)[O:43][N:42]=3)[O:38][N:37]=2)=[CH:32][CH:31]=1)[OH:29], predict the reaction product. The product is: [OH:29][CH:28]([C:30]1[CH:35]=[CH:34][C:33]([C:36]2[N:40]=[C:39]([C:41]3[C:45]([CH2:46][CH2:47][CH3:48])=[C:44]([C:49]4[CH:50]=[CH:51][CH:52]=[CH:53][CH:54]=4)[O:43][N:42]=3)[O:38][N:37]=2)=[CH:32][CH:31]=1)[CH2:27][N:1]1[CH2:6][CH2:5][CH2:4][CH:3]([OH:7])[CH2:2]1. (4) Given the reactants [Cl:1][C:2]1[CH:3]=[C:4]([OH:9])[CH:5]=[CH:6][C:7]=1[F:8].[CH2:10]([N:12]([CH2:16][CH3:17])[C:13](Cl)=[O:14])[CH3:11], predict the reaction product. The product is: [CH2:10]([N:12]([CH2:16][CH3:17])[C:13](=[O:14])[O:9][C:4]1[CH:5]=[CH:6][C:7]([F:8])=[C:2]([Cl:1])[CH:3]=1)[CH3:11]. (5) Given the reactants CS(O)(=O)=O.Cl[C:7]1[N:12]=[C:11]([C:13]([F:16])([F:15])[F:14])[CH:10]=[CH:9][N:8]=1.[Br:17][C:18]1[CH:19]=[C:20]([CH:22]=[C:23]([O:25][CH3:26])[CH:24]=1)[NH2:21], predict the reaction product. The product is: [Br:17][C:18]1[CH:19]=[C:20]([NH:21][C:7]2[N:12]=[C:11]([C:13]([F:16])([F:15])[F:14])[CH:10]=[CH:9][N:8]=2)[CH:22]=[C:23]([O:25][CH3:26])[CH:24]=1. (6) The product is: [CH2:8]=[CH:9][CH3:10].[CH2:21]=[CH:22][CH2:23][CH2:24][CH2:45][CH2:46][CH2:47][CH2:49][CH:50]=[CH2:51]. Given the reactants C([Al](CC)CC)C.[CH2:8]=[CH:9][CH2:10]CCCCCC=C.C=CC.[CH3:21][C:22]1C2COC(=O)C=2C(O[C@@H]2O[C@H](C(O)=O)[C@@H](O)[C@H](O)[C@H]2O)=[C:24]([CH2:45]/[CH:46]=[C:47](/[CH2:49][CH2:50][C:51](O)=O)\C)[C:23]=1OC, predict the reaction product. (7) Given the reactants [CH2:1]([N:8]([CH:12]1[CH2:17][CH2:16][NH:15][CH2:14][CH2:13]1)[C:9](=[O:11])[CH3:10])[C:2]1[CH:7]=[CH:6][CH:5]=[CH:4][CH:3]=1.Cl[C:19]1[N:24]=[CH:23][C:22]([C:25]2[NH:34][C:33](=[O:35])[C:32]3[C:27](=[CH:28][C:29]([O:38][CH3:39])=[CH:30][C:31]=3[O:36][CH3:37])[N:26]=2)=[CH:21][CH:20]=1.C([O-])([O-])=O.[K+].[K+], predict the reaction product. The product is: [CH2:1]([N:8]([CH:12]1[CH2:17][CH2:16][N:15]([C:19]2[CH:20]=[CH:21][C:22]([C:25]3[NH:34][C:33](=[O:35])[C:32]4[C:27](=[CH:28][C:29]([O:38][CH3:39])=[CH:30][C:31]=4[O:36][CH3:37])[N:26]=3)=[CH:23][N:24]=2)[CH2:14][CH2:13]1)[C:9](=[O:11])[CH3:10])[C:2]1[CH:3]=[CH:4][CH:5]=[CH:6][CH:7]=1.